Dataset: Reaction yield outcomes from USPTO patents with 853,638 reactions. Task: Predict the reaction yield, written as a fraction of the theoretical maximum amount of product (1.0 means a 100% yield; for example, 0.34 means a 34% yield). (1) The reactants are [Cl:1][C:2]1[C:7]([C:8]2[N:12]([S:13]([C:16]3[CH:21]=[CH:20][CH:19]=[C:18]([C:22]#[N:23])[CH:17]=3)(=[O:15])=[O:14])[CH:11]=[C:10]([CH2:24][N:25](C)[C:26](=O)OC(C)(C)C)[C:9]=2[F:34])=[CH:6][CH:5]=[CH:4][N:3]=1.C(OCC)(=O)C.Cl. The catalyst is C(OCC)(=O)C.CC(O)C. The product is [Cl:1][C:2]1[C:7]([C:8]2[N:12]([S:13]([C:16]3[CH:17]=[C:18]([CH:19]=[CH:20][CH:21]=3)[C:22]#[N:23])(=[O:14])=[O:15])[CH:11]=[C:10]([CH2:24][NH:25][CH3:26])[C:9]=2[F:34])=[CH:6][CH:5]=[CH:4][N:3]=1. The yield is 0.390. (2) The reactants are [F:1][C:2]1[C:7]([F:8])=[C:6]([C:9]#[C:10][C:11]2[CH:17]=[CH:16][C:14]([NH2:15])=[CH:13][CH:12]=2)[C:5]([F:18])=[C:4]([F:19])[N:3]=1.[C:20](OC(=O)C)(=[O:22])[CH3:21].CCN(CC)CC. The catalyst is C(Cl)Cl. The product is [F:1][C:2]1[C:7]([F:8])=[C:6]([C:9]#[C:10][C:11]2[CH:17]=[CH:16][C:14]([NH:15][C:20](=[O:22])[CH3:21])=[CH:13][CH:12]=2)[C:5]([F:18])=[C:4]([F:19])[N:3]=1. The yield is 0.850. (3) The reactants are [F:1][C:2]1[C:3]([NH2:18])=[N:4][C:5]([O:8][CH2:9][C:10]2[CH:15]=[CH:14][CH:13]=[CH:12][C:11]=2[O:16][CH3:17])=[N:6][CH:7]=1.[Li+].C[Si]([N-][Si](C)(C)C)(C)C.[C:29]1([S:35](Cl)(=[O:37])=[O:36])[CH:34]=[CH:33][CH:32]=[CH:31][CH:30]=1. The catalyst is C1COCC1. The product is [F:1][C:2]1[C:3]([NH:18][S:35]([C:29]2[CH:34]=[CH:33][CH:32]=[CH:31][CH:30]=2)(=[O:37])=[O:36])=[N:4][C:5]([O:8][CH2:9][C:10]2[CH:15]=[CH:14][CH:13]=[CH:12][C:11]=2[O:16][CH3:17])=[N:6][CH:7]=1. The yield is 0.910. (4) The yield is 0.710. The product is [CH3:1][O:2][N:3]1[CH2:8][CH:7]=[C:6]([O:33][S:32]([C:35]([F:38])([F:37])[F:36])(=[O:42])=[O:34])[CH2:5][CH2:4]1. The catalyst is CCOC(C)=O. The reactants are [CH3:1][O:2][N:3]1[CH2:8][CH2:7][CH2:6][CH2:5][C:4]1=O.[Li+].CC([N-]C(C)C)C.C1C=CC(N([S:32]([C:35]([F:38])([F:37])[F:36])(=[O:34])=[O:33])[S:32]([C:35]([F:38])([F:37])[F:36])(=[O:34])=[O:33])=CC=1.C1C[O:42]CC1. (5) The reactants are [CH2:1]([C:5]1[C:9]([CH2:10][CH2:11][CH2:12][OH:13])=[CH:8][N:7]([C:14]2[CH:19]=[CH:18][C:17]([C:20]([F:23])([F:22])[F:21])=[CH:16][N:15]=2)[N:6]=1)[CH2:2][CH2:3][CH3:4].O[C:25]1[C:30]([O:31][CH3:32])=[CH:29][CH:28]=[CH:27][C:26]=1[CH2:33][C:34]([O:36]C)=[O:35].C(P(CCCC)CCCC)CCC.N(C(N1CCCCC1)=O)=NC(N1CCCCC1)=O. The catalyst is O1CCCC1. The product is [CH2:1]([C:5]1[C:9]([CH2:10][CH2:11][CH2:12][O:13][C:25]2[C:30]([O:31][CH3:32])=[CH:29][CH:28]=[CH:27][C:26]=2[CH2:33][C:34]([OH:36])=[O:35])=[CH:8][N:7]([C:14]2[CH:19]=[CH:18][C:17]([C:20]([F:21])([F:22])[F:23])=[CH:16][N:15]=2)[N:6]=1)[CH2:2][CH2:3][CH3:4]. The yield is 0.700.